Dataset: Reaction yield outcomes from USPTO patents with 853,638 reactions. Task: Predict the reaction yield, written as a fraction of the theoretical maximum amount of product (1.0 means a 100% yield; for example, 0.34 means a 34% yield). (1) The reactants are [CH3:1][O:2][C:3]([C:5]1[S:6][C:7]([CH3:13])=[C:8]([N+:10]([O-:12])=[O:11])[CH:9]=1)=[O:4].[Cl:14][C:15]1[CH:24]=[CH:23][C:22]2[C:17](=[CH:18][CH:19]=[C:20]([CH:25]=O)[CH:21]=2)[N:16]=1.N1CCCC1. The catalyst is CO. The product is [CH3:1][O:2][C:3]([C:5]1[S:6][C:7](/[CH:13]=[CH:25]/[C:20]2[CH:21]=[C:22]3[C:17](=[CH:18][CH:19]=2)[N:16]=[C:15]([Cl:14])[CH:24]=[CH:23]3)=[C:8]([N+:10]([O-:12])=[O:11])[CH:9]=1)=[O:4]. The yield is 0.820. (2) The reactants are O=[C:2]([CH3:9])[CH2:3][C:4]([O:6][CH2:7][CH3:8])=[O:5].[NH2:10][C:11]1[CH:18]=[CH:17][CH:16]=[C:15]([O:19][CH:20]2[CH2:25][CH2:24][CH2:23][CH2:22][CH2:21]2)[C:12]=1[C:13]#[N:14].Cl[Sn](Cl)(Cl)Cl. The catalyst is C1(C)C=CC=CC=1. The product is [NH2:14][C:13]1[C:12]2[C:11](=[CH:18][CH:17]=[CH:16][C:15]=2[O:19][CH:20]2[CH2:21][CH2:22][CH2:23][CH2:24][CH2:25]2)[N:10]=[C:2]([CH3:9])[C:3]=1[C:4]([O:6][CH2:7][CH3:8])=[O:5]. The yield is 0.850.